Dataset: Full USPTO retrosynthesis dataset with 1.9M reactions from patents (1976-2016). Task: Predict the reactants needed to synthesize the given product. Given the product [F:1][C:2]1[CH:3]=[CH:4][C:5]([CH2:8][C:9]2[CH:18]=[C:17]3[C:12]([C:13]([OH:29])=[C:14]([C:24]([NH:30][CH2:31][CH2:32][N:33]([CH3:38])[S:34]([CH3:37])(=[O:36])=[O:35])=[O:26])[C:15](=[O:23])[N:16]3[CH2:19][CH2:20][O:21][CH3:22])=[N:11][CH:10]=2)=[CH:6][CH:7]=1, predict the reactants needed to synthesize it. The reactants are: [F:1][C:2]1[CH:7]=[CH:6][C:5]([CH2:8][C:9]2[CH:18]=[C:17]3[C:12]([C:13]([OH:29])=[C:14]([C:24]([O:26]CC)=O)[C:15](=[O:23])[N:16]3[CH2:19][CH2:20][O:21][CH3:22])=[N:11][CH:10]=2)=[CH:4][CH:3]=1.[NH2:30][CH2:31][CH2:32][N:33]([CH3:38])[S:34]([CH3:37])(=[O:36])=[O:35].